This data is from Reaction yield outcomes from USPTO patents with 853,638 reactions. The task is: Predict the reaction yield, written as a fraction of the theoretical maximum amount of product (1.0 means a 100% yield; for example, 0.34 means a 34% yield). The reactants are C(=O)([O-])[O-].[K+].[K+].[CH3:7][O:8][C:9]1[CH:16]=[CH:15][C:12]([CH2:13]Cl)=[CH:11][CH:10]=1.[Br:17][C:18]1[C:23]([OH:24])=[CH:22][CH:21]=[C:20]([I:25])[N:19]=1.O. The catalyst is CN(C)C=O. The product is [Br:17][C:18]1[C:23]([O:24][CH2:13][C:12]2[CH:15]=[CH:16][C:9]([O:8][CH3:7])=[CH:10][CH:11]=2)=[CH:22][CH:21]=[C:20]([I:25])[N:19]=1. The yield is 1.00.